Dataset: Forward reaction prediction with 1.9M reactions from USPTO patents (1976-2016). Task: Predict the product of the given reaction. Given the reactants [F:1][C:2]1[CH:7]=[CH:6][C:5]([C:8](=[O:20])/[CH:9]=[CH:10]/[C:11]2[CH:16]=[CH:15][C:14]([N+:17]([O-])=O)=[CH:13][CH:12]=2)=[CH:4][CH:3]=1.Cl[Sn]Cl.[OH-].[Na+], predict the reaction product. The product is: [NH2:17][C:14]1[CH:15]=[CH:16][C:11](/[CH:10]=[CH:9]/[C:8]([C:5]2[CH:4]=[CH:3][C:2]([F:1])=[CH:7][CH:6]=2)=[O:20])=[CH:12][CH:13]=1.